Predict the reaction yield, written as a fraction of the theoretical maximum amount of product (1.0 means a 100% yield; for example, 0.34 means a 34% yield). From a dataset of Reaction yield outcomes from USPTO patents with 853,638 reactions. (1) The reactants are C1N=CN(C(N2C=NC=C2)=O)C=1.[F:13][C:14]1[CH:25]=[CH:24][C:17]([CH2:18][O:19][CH2:20][C:21]([OH:23])=O)=[CH:16][CH:15]=1.[NH2:26][CH2:27][CH2:28][CH2:29][C:30]1[CH:35]=[CH:34][C:33]([S:36]([NH:39][C:40]2[CH:45]=[CH:44][C:43]([O:46][CH3:47])=[CH:42][CH:41]=2)(=[O:38])=[O:37])=[CH:32][CH:31]=1. The catalyst is C(Cl)Cl.CN(C=O)C. The product is [F:13][C:14]1[CH:15]=[CH:16][C:17]([CH2:18][O:19][CH2:20][C:21]([NH:26][CH2:27][CH2:28][CH2:29][C:30]2[CH:31]=[CH:32][C:33]([S:36](=[O:37])(=[O:38])[NH:39][C:40]3[CH:45]=[CH:44][C:43]([O:46][CH3:47])=[CH:42][CH:41]=3)=[CH:34][CH:35]=2)=[O:23])=[CH:24][CH:25]=1. The yield is 0.0700. (2) The yield is 0.600. The product is [CH2:2]([O:3][C:4]1[CH:9]=[CH:8][CH:7]=[CH:6][C:5]=1[NH:10][C:12]1[C:13]2[CH:20]=[C:19]([CH2:21][CH3:22])[S:18][C:14]=2[N:15]=[CH:16][N:17]=1)[CH3:1]. The reactants are [CH3:1][CH2:2][O:3][C:4]1[C:5]([NH2:10])=[CH:6][CH:7]=[CH:8][CH:9]=1.Cl[C:12]1[C:13]2[CH:20]=[C:19]([CH2:21][CH3:22])[S:18][C:14]=2[N:15]=[CH:16][N:17]=1.[OH-].[NH4+].O. The catalyst is CC(O)C. (3) The yield is 0.990. The product is [OH:22][C:12]([CH2:13][CH2:14][CH2:15][CH2:16][CH3:17])(/[CH:11]=[CH:10]/[CH3:9])[CH2:3][C:4]([O:6][CH2:7][CH3:8])=[O:5]. The reactants are Br[Zn][CH2:3][C:4]([O:6][CH2:7][CH3:8])=[O:5].[CH3:9][C:10](=O)/[CH:11]=[CH:12]/[CH2:13][CH2:14][CH2:15][CH2:16][CH3:17].Cl.C(OCC)(=[O:22])C. The catalyst is C1COCC1. (4) The reactants are [CH3:1][C:2]1([CH3:9])[CH2:7][CH2:6][C:5](=[O:8])[CH:4]=[CH:3]1. The catalyst is [Pd]. The product is [CH3:1][C:2]1([CH3:9])[CH2:7][CH2:6][C:5](=[O:8])[CH2:4][CH2:3]1. The yield is 0.640.